From a dataset of Forward reaction prediction with 1.9M reactions from USPTO patents (1976-2016). Predict the product of the given reaction. (1) Given the reactants [Cl:1][C:2]1[N:11]=[CH:10][C:9]2[N:8]([CH:12]([CH3:14])[CH3:13])[C:7](=[O:15])[CH:6]3[CH2:16][O:17][CH2:18][CH2:19][N:5]3[C:4]=2[N:3]=1.IC.[CH3:22]C([O-])(C)C, predict the reaction product. The product is: [Cl:1][C:2]1[N:11]=[CH:10][C:9]2[N:8]([CH:12]([CH3:13])[CH3:14])[C:7](=[O:15])[C:6]3([CH3:22])[CH2:16][O:17][CH2:18][CH2:19][N:5]3[C:4]=2[N:3]=1. (2) Given the reactants [C:1]([O:5]CCO)(=[O:4])[CH:2]=[CH2:3].[NH2:9][C:10]([O:12][CH2:13][CH3:14])=[O:11], predict the reaction product. The product is: [C:1]([OH:5])(=[O:4])[CH:2]=[CH2:3].[NH2:9][C:10]([O:12][CH2:13][CH3:14])=[O:11]. (3) Given the reactants Br[C:2]1[C:10]2[C:5](=[N:6][CH:7]=[C:8]([C:11]3[CH:12]=[C:13]([CH:26]=[CH:27][CH:28]=3)[C:14]([NH:16][C:17]([C:20]3[CH:25]=[CH:24][CH:23]=[CH:22][CH:21]=3)([CH3:19])[CH3:18])=[O:15])[CH:9]=2)[O:4][C:3]=1[C:29]1[CH:34]=[CH:33][C:32]([F:35])=[CH:31][CH:30]=1.[CH3:36]B1OB(C)OB(C)O1.C([O-])([O-])=O.[Na+].[Na+], predict the reaction product. The product is: [F:35][C:32]1[CH:33]=[CH:34][C:29]([C:3]2[O:4][C:5]3=[N:6][CH:7]=[C:8]([C:11]4[CH:12]=[C:13]([CH:26]=[CH:27][CH:28]=4)[C:14]([NH:16][C:17]([C:20]4[CH:21]=[CH:22][CH:23]=[CH:24][CH:25]=4)([CH3:19])[CH3:18])=[O:15])[CH:9]=[C:10]3[C:2]=2[CH3:36])=[CH:30][CH:31]=1.